From a dataset of Peptide-MHC class I binding affinity with 185,985 pairs from IEDB/IMGT. Regression. Given a peptide amino acid sequence and an MHC pseudo amino acid sequence, predict their binding affinity value. This is MHC class I binding data. (1) The MHC is HLA-A01:01 with pseudo-sequence HLA-A01:01. The binding affinity (normalized) is 0. The peptide sequence is ETINEEAADW. (2) The peptide sequence is AHSKAETEA. The MHC is HLA-B15:01 with pseudo-sequence HLA-B15:01. The binding affinity (normalized) is 0.0847. (3) The peptide sequence is VLLISDPGL. The MHC is HLA-B27:03 with pseudo-sequence HLA-B27:03. The binding affinity (normalized) is 0.0847.